This data is from Full USPTO retrosynthesis dataset with 1.9M reactions from patents (1976-2016). The task is: Predict the reactants needed to synthesize the given product. (1) The reactants are: [Cl:1][C:2]1[CH:7]=[C:6]([Cl:8])[CH:5]=[CH:4][C:3]=1[CH2:9][CH:10]([C:15]1[CH:20]=[CH:19][C:18]([Cl:21])=[CH:17][CH:16]=1)[C:11](OC)=[O:12].[H-].[Al+3].[Li+].[H-].[H-].[H-]. Given the product [Cl:1][C:2]1[CH:7]=[C:6]([Cl:8])[CH:5]=[CH:4][C:3]=1[CH2:9][CH:10]([C:15]1[CH:16]=[CH:17][C:18]([Cl:21])=[CH:19][CH:20]=1)[CH2:11][OH:12], predict the reactants needed to synthesize it. (2) Given the product [Cl:29][CH2:2][C:3]1[N:4]=[CH:5][N:6]([C:8]([C:21]2[CH:26]=[CH:25][CH:24]=[CH:23][CH:22]=2)([C:15]2[CH:20]=[CH:19][CH:18]=[CH:17][CH:16]=2)[C:9]2[CH:14]=[CH:13][CH:12]=[CH:11][CH:10]=2)[CH:7]=1, predict the reactants needed to synthesize it. The reactants are: O[CH2:2][C:3]1[N:4]=[CH:5][N:6]([C:8]([C:21]2[CH:26]=[CH:25][CH:24]=[CH:23][CH:22]=2)([C:15]2[CH:20]=[CH:19][CH:18]=[CH:17][CH:16]=2)[C:9]2[CH:14]=[CH:13][CH:12]=[CH:11][CH:10]=2)[CH:7]=1.S(Cl)([Cl:29])=O. (3) The reactants are: [NH2:1][CH2:2][C:3]1([CH3:15])[CH2:7][CH2:6][N:5]([C:8]([O:10][C:11]([CH3:14])([CH3:13])[CH3:12])=[O:9])[CH2:4]1.[O:16]1[C@:18]2([CH2:23][CH2:22][CH2:21][C@H:20]([CH2:24][N:25]3[C:29]4[CH:30]=[C:31]([C:34]#[N:35])[CH:32]=[CH:33][C:28]=4[N:27]=[CH:26]3)[CH2:19]2)[CH2:17]1. Given the product [C:34]([C:31]1[CH:32]=[CH:33][C:28]2[N:27]=[CH:26][N:25]([CH2:24][C@H:20]3[CH2:21][CH2:22][CH2:23][C@:18]([CH2:17][NH:1][CH2:2][C:3]4([CH3:15])[CH2:7][CH2:6][N:5]([C:8]([O:10][C:11]([CH3:14])([CH3:13])[CH3:12])=[O:9])[CH2:4]4)([OH:16])[CH2:19]3)[C:29]=2[CH:30]=1)#[N:35], predict the reactants needed to synthesize it. (4) The reactants are: [Cl:1][C:2]1[CH:3]=[C:4]([N:10]2[CH:18]([CH:19]3[CH2:23][CH2:22][CH2:21][CH2:20]3)[CH:17]3[C:12]([C:13]4[CH:27]=[CH:26][C:25]([C:28]([OH:30])=[O:29])=[CH:24][C:14]=4[CH2:15][CH2:16]3)=[N:11]2)[CH:5]=[CH:6][C:7]=1[C:8]#[N:9].[CH:31]1([CH2:37]O)[CH2:36][CH2:35][CH2:34][CH2:33][CH2:32]1. Given the product [Cl:1][C:2]1[CH:3]=[C:4]([N:10]2[CH:18]([CH:19]3[CH2:20][CH2:21][CH2:22][CH2:23]3)[CH:17]3[C:12]([C:13]4[CH:27]=[CH:26][C:25]([C:28]([O:30][CH2:37][CH:31]5[CH2:36][CH2:35][CH2:34][CH2:33][CH2:32]5)=[O:29])=[CH:24][C:14]=4[CH2:15][CH2:16]3)=[N:11]2)[CH:5]=[CH:6][C:7]=1[C:8]#[N:9], predict the reactants needed to synthesize it. (5) Given the product [N:35]1([CH2:27][C:25]2[C:24]([CH3:29])=[N:23][N:22]([C:20]3[CH:19]=[CH:18][N:17]=[C:16]([NH:15][C:9]4[C:8]([O:30][CH3:31])=[CH:7][C:6]([N:5]([CH2:4][CH2:3][N:2]([CH3:1])[CH3:33])[CH3:32])=[C:11]([NH:12][C:8](=[O:30])[CH:7]=[CH2:6])[CH:10]=4)[N:21]=3)[CH:26]=2)[CH2:38][CH2:37][CH2:36]1, predict the reactants needed to synthesize it. The reactants are: [CH3:1][N:2]([CH3:33])[CH2:3][CH2:4][N:5]([CH3:32])[C:6]1[C:11]([N+:12]([O-])=O)=[CH:10][C:9]([NH:15][C:16]2[N:21]=[C:20]([N:22]3[CH:26]=[C:25]([CH:27]=O)[C:24]([CH3:29])=[N:23]3)[CH:19]=[CH:18][N:17]=2)=[C:8]([O:30][CH3:31])[CH:7]=1.Cl.[NH:35]1[CH2:38][CH2:37][CH2:36]1.